Dataset: NCI-60 drug combinations with 297,098 pairs across 59 cell lines. Task: Regression. Given two drug SMILES strings and cell line genomic features, predict the synergy score measuring deviation from expected non-interaction effect. (1) Drug 1: C1=NC2=C(N=C(N=C2N1C3C(C(C(O3)CO)O)F)Cl)N. Drug 2: CC1=C(C(=CC=C1)Cl)NC(=O)C2=CN=C(S2)NC3=CC(=NC(=N3)C)N4CCN(CC4)CCO. Cell line: MDA-MB-231. Synergy scores: CSS=13.4, Synergy_ZIP=-7.78, Synergy_Bliss=-4.38, Synergy_Loewe=-4.57, Synergy_HSA=-3.74. (2) Drug 1: C(=O)(N)NO. Drug 2: CN1C2=C(C=C(C=C2)N(CCCl)CCCl)N=C1CCCC(=O)O.Cl. Cell line: MOLT-4. Synergy scores: CSS=8.46, Synergy_ZIP=-1.40, Synergy_Bliss=-13.1, Synergy_Loewe=-4.47, Synergy_HSA=-8.24. (3) Drug 1: COC1=CC(=CC(=C1O)OC)C2C3C(COC3=O)C(C4=CC5=C(C=C24)OCO5)OC6C(C(C7C(O6)COC(O7)C8=CC=CS8)O)O. Drug 2: CC(C)CN1C=NC2=C1C3=CC=CC=C3N=C2N. Cell line: BT-549. Synergy scores: CSS=41.9, Synergy_ZIP=10.5, Synergy_Bliss=10.7, Synergy_Loewe=-3.80, Synergy_HSA=9.20. (4) Drug 1: CCN(CC)CCNC(=O)C1=C(NC(=C1C)C=C2C3=C(C=CC(=C3)F)NC2=O)C. Drug 2: CN1C2=C(C=C(C=C2)N(CCCl)CCCl)N=C1CCCC(=O)O.Cl. Cell line: CAKI-1. Synergy scores: CSS=15.3, Synergy_ZIP=-2.79, Synergy_Bliss=-3.00, Synergy_Loewe=-28.5, Synergy_HSA=-6.64. (5) Drug 1: C1=CC(=CC=C1CCC2=CNC3=C2C(=O)NC(=N3)N)C(=O)NC(CCC(=O)O)C(=O)O. Drug 2: CC1CCC2CC(C(=CC=CC=CC(CC(C(=O)C(C(C(=CC(C(=O)CC(OC(=O)C3CCCCN3C(=O)C(=O)C1(O2)O)C(C)CC4CCC(C(C4)OC)O)C)C)O)OC)C)C)C)OC. Cell line: OVCAR-4. Synergy scores: CSS=24.6, Synergy_ZIP=-12.9, Synergy_Bliss=-15.1, Synergy_Loewe=-9.95, Synergy_HSA=-8.33. (6) Drug 1: CC1=C2C(C(=O)C3(C(CC4C(C3C(C(C2(C)C)(CC1OC(=O)C(C(C5=CC=CC=C5)NC(=O)OC(C)(C)C)O)O)OC(=O)C6=CC=CC=C6)(CO4)OC(=O)C)OC)C)OC. Drug 2: C(CN)CNCCSP(=O)(O)O. Cell line: PC-3. Synergy scores: CSS=47.9, Synergy_ZIP=7.66, Synergy_Bliss=7.33, Synergy_Loewe=-32.7, Synergy_HSA=8.15. (7) Drug 1: CC1=C(C(CCC1)(C)C)C=CC(=CC=CC(=CC(=O)O)C)C. Drug 2: C(CN)CNCCSP(=O)(O)O. Cell line: KM12. Synergy scores: CSS=1.47, Synergy_ZIP=1.67, Synergy_Bliss=-0.0845, Synergy_Loewe=0.258, Synergy_HSA=-3.24.